The task is: Predict the reactants needed to synthesize the given product.. This data is from Full USPTO retrosynthesis dataset with 1.9M reactions from patents (1976-2016). (1) The reactants are: [Si]([O:8][C@H:9]([C:23]1[CH:32]=[CH:31][C:30]([OH:33])=[C:29]2[C:24]=1[CH:25]=[CH:26][C:27](=[O:34])[NH:28]2)[CH2:10][NH:11][CH:12]1[CH2:17][CH2:16][N:15]([CH2:18][CH2:19][C:20](O)=[O:21])[CH2:14][CH2:13]1)(C(C)(C)C)(C)C.CN(C(ON1N=NC2C=CC=NC1=2)=[N+](C)C)C.F[P-](F)(F)(F)(F)F.C(N(CC)CC)C.[Cl:66][C:67]1[CH:72]=[CH:71][CH:70]=[CH:69][C:68]=1[CH2:73][NH:74][CH3:75]. Given the product [Cl:66][C:67]1[CH:72]=[CH:71][CH:70]=[CH:69][C:68]=1[CH2:73][N:74]([CH3:75])[C:20](=[O:21])[CH2:19][CH2:18][N:15]1[CH2:16][CH2:17][CH:12]([NH:11][CH2:10][C@H:9]([OH:8])[C:23]2[CH:32]=[CH:31][C:30]([OH:33])=[C:29]3[C:24]=2[CH:25]=[CH:26][C:27](=[O:34])[NH:28]3)[CH2:13][CH2:14]1, predict the reactants needed to synthesize it. (2) The reactants are: [NH2:1][C:2]1[N:7]=[N:6][C:5]([C:8]([OH:10])=O)=[CH:4][CH:3]=1.[C:11]([O:15][C:16]([N:18]1[CH:23]2[CH2:24][CH2:25][CH:19]1[CH2:20][NH:21][CH2:22]2)=[O:17])([CH3:14])([CH3:13])[CH3:12].CN(C(ON1N=NC2C=CC=NC1=2)=[N+](C)C)C.F[P-](F)(F)(F)(F)F.C(N(CC)C(C)C)(C)C. Given the product [C:11]([O:15][C:16]([N:18]1[CH:19]2[CH2:25][CH2:24][CH:23]1[CH2:22][N:21]([C:8]([C:5]1[N:6]=[N:7][C:2]([NH2:1])=[CH:3][CH:4]=1)=[O:10])[CH2:20]2)=[O:17])([CH3:14])([CH3:12])[CH3:13], predict the reactants needed to synthesize it. (3) The reactants are: [C:1]([C:3]1[N:8]=[CH:7][C:6]([NH:9][C@@H:10]2[CH2:15][CH2:14][CH2:13][CH2:12][C@@H:11]2[NH:16]C(=O)OC(C)(C)C)=[CH:5][C:4]=1[NH:24][C:25]1[CH:26]=[N:27][N:28]([CH3:30])[CH:29]=1)#[N:2].C(O)(C(F)(F)F)=O. Given the product [NH2:16][C@H:11]1[CH2:12][CH2:13][CH2:14][CH2:15][C@H:10]1[NH:9][C:6]1[CH:5]=[C:4]([NH:24][C:25]2[CH:26]=[N:27][N:28]([CH3:30])[CH:29]=2)[C:3]([C:1]#[N:2])=[N:8][CH:7]=1, predict the reactants needed to synthesize it.